This data is from Forward reaction prediction with 1.9M reactions from USPTO patents (1976-2016). The task is: Predict the product of the given reaction. (1) The product is: [CH3:32][O:36][C:37]([C:8]1[N:9]([C:12]2[CH:17]=[CH:16][CH:15]=[CH:14][CH:13]=2)[C:10]2[C:5]([C:6](=[O:31])[C:7]=1[CH2:18][NH:19][C:20]([CH:22]1[CH2:23][CH2:24][N:39]([C:37]([O:36][C:32]([CH3:33])([CH3:34])[CH3:35])=[O:38])[CH2:44][CH2:27]1)=[O:21])=[CH:4][CH:3]=[C:2]([Cl:1])[CH:11]=2)=[O:38]. Given the reactants [Cl:1][C:2]1[CH:11]=[C:10]2[C:5]([C:6](=[O:31])[C:7]([CH2:18][NH:19][C:20]([C:22]3[CH:23]=[C:24]4NC=NC4=N[CH:27]=3)=[O:21])=[CH:8][N:9]2[C:12]2[CH:17]=[CH:16][CH:15]=[CH:14][CH:13]=2)=[CH:4][CH:3]=1.[C:32]([O:36][C:37]([N:39]1[CH2:44]CC(C(O)=O)CC1)=[O:38])([CH3:35])([CH3:34])[CH3:33], predict the reaction product. (2) Given the reactants [C:1]1([C:7]([C:9]([C:11]2[CH:16]=[CH:15][CH:14]=[CH:13][CH:12]=2)=O)=O)[CH:6]=[CH:5][CH:4]=[CH:3][CH:2]=1.Cl.[NH2:18][CH2:19][C:20]([NH2:22])=[O:21].[OH-].[Na+].Cl.C(=O)(O)[O-].[K+], predict the reaction product. The product is: [C:1]1([C:7]2[N:18]=[CH:19][C:20]([OH:21])=[N:22][C:9]=2[C:11]2[CH:16]=[CH:15][CH:14]=[CH:13][CH:12]=2)[CH:6]=[CH:5][CH:4]=[CH:3][CH:2]=1. (3) Given the reactants [CH3:1][C:2]1OC(=O)[CH:6]([C:10]([CH3:12])=O)[C:4](=[O:5])[CH:3]=1.[OH:13][C:14]1[CH:15]=[C:16]([CH:18]=[CH:19][CH:20]=1)[NH2:17].[ClH:21], predict the reaction product. The product is: [ClH:21].[OH:13][C:14]1[CH:15]=[C:16]([N:17]2[C:10]([CH3:12])=[CH:6][C:4](=[O:5])[CH:3]=[C:2]2[CH3:1])[CH:18]=[CH:19][CH:20]=1.